This data is from Reaction yield outcomes from USPTO patents with 853,638 reactions. The task is: Predict the reaction yield, written as a fraction of the theoretical maximum amount of product (1.0 means a 100% yield; for example, 0.34 means a 34% yield). (1) The reactants are Br[CH2:2][C:3]([C:5]1[CH:10]=[CH:9][C:8]([Br:11])=[CH:7][C:6]=1[F:12])=O.[NH2:13][C:14]([NH2:16])=[O:15].[OH-].[Na+]. The catalyst is CC#N. The product is [Br:11][C:8]1[CH:9]=[CH:10][C:5]([C:3]2[N:13]=[C:14]([NH2:16])[O:15][CH:2]=2)=[C:6]([F:12])[CH:7]=1. The yield is 0.820. (2) The reactants are Cl[C:2]1[N:7]=[CH:6][N:5]=[C:4]([NH:8][CH2:9][C@@H:10]([C:22]([O:24][C:25]([CH3:28])([CH3:27])[CH3:26])=[O:23])[NH:11][C:12]([O:14][CH2:15][C:16]2[CH:21]=[CH:20][CH:19]=[CH:18][CH:17]=2)=[O:13])[C:3]=1[CH3:29].[NH:30]1[CH2:35][CH2:34][CH:33]([C:36]2[N:45]=[C:44]3[C:39]([CH2:40][CH2:41][CH2:42][NH:43]3)=[CH:38][CH:37]=2)[CH2:32][CH2:31]1.C1(C)C(C)=CC=CC=1.C(=O)(O)[O-].[Na+]. The catalyst is C(N(C(C)C)CC)(C)C.O.C(OCC)(=O)C.CO.C(N(CC)CC)C.ClCCl.C(OCC)(=O)C. The product is [NH:43]1[C:44]2[C:39](=[CH:38][CH:37]=[C:36]([CH:33]3[CH2:34][CH2:35][N:30]([C:2]4[N:7]=[CH:6][N:5]=[C:4]([NH:8][CH2:9][C@@H:10]([C:22]([O:24][C:25]([CH3:28])([CH3:27])[CH3:26])=[O:23])[NH:11][C:12]([O:14][CH2:15][C:16]5[CH:21]=[CH:20][CH:19]=[CH:18][CH:17]=5)=[O:13])[C:3]=4[CH3:29])[CH2:31][CH2:32]3)[N:45]=2)[CH2:40][CH2:41][CH2:42]1. The yield is 0.0600. (3) The reactants are [I:1][C:2]1[CH:7]=[CH:6][C:5]([CH3:8])=[C:4]([N+:9]([O-:11])=[O:10])[CH:3]=1.[O-:12][Mn](=O)(=O)=O.[K+].[OH2:18]. No catalyst specified. The product is [I:1][C:2]1[CH:7]=[CH:6][C:5]([C:8]([OH:12])=[O:18])=[C:4]([N+:9]([O-:11])=[O:10])[CH:3]=1. The yield is 0.200.